Dataset: Full USPTO retrosynthesis dataset with 1.9M reactions from patents (1976-2016). Task: Predict the reactants needed to synthesize the given product. (1) Given the product [CH2:1]([S:3][C:4]1[CH:11]=[C:10]([CH3:12])[C:9]([CH3:13])=[CH:8][C:5]=1[CH2:6][NH2:7])[CH3:2], predict the reactants needed to synthesize it. The reactants are: [CH2:1]([S:3][C:4]1[CH:11]=[C:10]([CH3:12])[C:9]([CH3:13])=[CH:8][C:5]=1[C:6]#[N:7])[CH3:2].ClC1C=CC(SCC)=C(C=1)CN. (2) Given the product [N:20]1[CH:25]=[CH:24][CH:23]=[CH:22][C:21]=1[CH2:26][CH2:27][C:28]1[N:33]=[CH:32][C:31]([NH:34][C:15]([C:10]2[C:9]([C:6]3[CH:7]=[CH:8][C:3]([C:2]([F:19])([F:18])[F:1])=[CH:4][CH:5]=3)=[CH:14][CH:13]=[CH:12][CH:11]=2)=[O:16])=[CH:30][CH:29]=1, predict the reactants needed to synthesize it. The reactants are: [F:1][C:2]([F:19])([F:18])[C:3]1[CH:8]=[CH:7][C:6]([C:9]2[C:10]([C:15](Cl)=[O:16])=[CH:11][CH:12]=[CH:13][CH:14]=2)=[CH:5][CH:4]=1.[N:20]1[CH:25]=[CH:24][CH:23]=[CH:22][C:21]=1[CH2:26][CH2:27][C:28]1[N:33]=[CH:32][C:31]([NH2:34])=[CH:30][CH:29]=1.C(N(CC)CC)C.C(OCC)(=O)C.